Dataset: Full USPTO retrosynthesis dataset with 1.9M reactions from patents (1976-2016). Task: Predict the reactants needed to synthesize the given product. (1) Given the product [CH2:18]([N:13]([C:12]1[C:7]([C:51]2[CH:50]=[CH:49][CH:48]=[C:47]([C:46](=[O:62])[NH:45][C:42]3([C:37]4[CH:38]=[CH:39][CH:40]=[CH:41][N:36]=4)[CH2:43][CH2:44]3)[CH:52]=2)=[CH:8][C:9]2[N:10]([N:20]=[C:21]([C:27]3[CH:32]=[CH:31][C:30]([F:33])=[CH:29][CH:28]=3)[C:22]=2[C:23]([NH:24][CH3:25])=[O:26])[CH:11]=1)[S:14]([CH3:17])(=[O:15])=[O:16])[CH3:19], predict the reactants needed to synthesize it. The reactants are: FC(F)(F)S(O[C:7]1[C:12]([N:13]([CH2:18][CH3:19])[S:14]([CH3:17])(=[O:16])=[O:15])=[CH:11][N:10]2[N:20]=[C:21]([C:27]3[CH:32]=[CH:31][C:30]([F:33])=[CH:29][CH:28]=3)[C:22]([C:23](=[O:26])[NH:24][CH3:25])=[C:9]2[CH:8]=1)(=O)=O.[N:36]1[CH:41]=[CH:40][CH:39]=[CH:38][C:37]=1[C:42]1([NH:45][C:46](=[O:62])[C:47]2[CH:52]=[CH:51][CH:50]=[C:49](B3OC(C)(C)C(C)(C)O3)[CH:48]=2)[CH2:44][CH2:43]1.C(=O)([O-])[O-].[Cs+].[Cs+].O. (2) Given the product [CH2:14]([O:16][C:4]1[N:5]=[CH:6][C:7]([C:10]([OH:12])=[O:11])=[N:8][CH:9]=1)[CH3:15], predict the reactants needed to synthesize it. The reactants are: [OH-].[Na+].Cl[C:4]1[N:5]=[CH:6][C:7]([C:10]([O:12]C)=[O:11])=[N:8][CH:9]=1.[C:14](OCC)(=[O:16])[CH3:15].O. (3) Given the product [CH:24]1([N:21]2[CH2:22][CH2:23][N:18]([C:16](=[O:17])[CH2:15][N:3]3[CH2:4][C:5]4[C:13](=[N:12][N:11]5[C:6]=4[CH:7]=[CH:8][CH:9]=[CH:10]5)[CH2:1][CH2:2]3)[CH2:19][CH2:20]2)[CH2:27][CH2:26][CH2:25]1, predict the reactants needed to synthesize it. The reactants are: [CH2:1]1[C:13]2[C:5](=[C:6]3[N:11]([N:12]=2)[CH:10]=[CH:9][CH:8]=[CH:7]3)[CH2:4][NH:3][CH2:2]1.Cl[CH2:15][C:16]([N:18]1[CH2:23][CH2:22][N:21]([CH:24]2[CH2:27][CH2:26][CH2:25]2)[CH2:20][CH2:19]1)=[O:17].C([O-])([O-])=O.[K+].[K+].[Na+].[I-]. (4) Given the product [CH3:26][O:25][C:24]1[CH:23]=[CH:22][N:21]=[CH:20][C:19]=1[NH:16][C:17]([NH:13][C:9]1[C:8]2[N:4]([CH2:3][C:2]([F:1])([F:14])[F:15])[CH:5]=[N:6][C:7]=2[CH:12]=[CH:11][CH:10]=1)=[S:18], predict the reactants needed to synthesize it. The reactants are: [F:1][C:2]([F:15])([F:14])[CH2:3][N:4]1[C:8]2[C:9]([NH2:13])=[CH:10][CH:11]=[CH:12][C:7]=2[N:6]=[CH:5]1.[N:16]([C:19]1[CH:20]=[N:21][CH:22]=[CH:23][C:24]=1[O:25][CH3:26])=[C:17]=[S:18].C(N1C2C(NC(=S)NC3C=C(S(N)(=O)=O)C=CC=3OC(C)C)=CC=CC=2N=C1C)C. (5) Given the product [CH2:18]([O:17][C:15](=[O:16])[CH2:14][C:13]([NH:1][C:2]1[C:3]([C:8]([O:10][CH3:11])=[O:9])=[N:4][CH:5]=[CH:6][CH:7]=1)=[O:20])[CH3:19], predict the reactants needed to synthesize it. The reactants are: [NH2:1][C:2]1[C:3]([C:8]([O:10][CH3:11])=[O:9])=[N:4][CH:5]=[CH:6][CH:7]=1.Cl[C:13](=[O:20])[CH2:14][C:15]([O:17][CH2:18][CH3:19])=[O:16].